Dataset: Reaction yield outcomes from USPTO patents with 853,638 reactions. Task: Predict the reaction yield, written as a fraction of the theoretical maximum amount of product (1.0 means a 100% yield; for example, 0.34 means a 34% yield). (1) The reactants are C(=O)([O-])[O-].[Na+].[Na+].[CH:7]1[C:19]2[CH2:18][C:17]3[C:12](=[CH:13][CH:14]=[C:15]([NH2:20])[CH:16]=3)[C:11]=2[CH:10]=[CH:9][C:8]=1[NH2:21].[O:22](C(OC(C)(C)C)=O)[C:23]([O:25][C:26]([CH3:29])([CH3:28])[CH3:27])=O. The catalyst is O1CCOCC1.O. The product is [C:26]([O:25][C:23](=[O:22])[NH:21][C:8]1[CH:9]=[CH:10][C:11]2[C:12]3[C:17](=[CH:16][C:15]([NH2:20])=[CH:14][CH:13]=3)[CH2:18][C:19]=2[CH:7]=1)([CH3:29])([CH3:28])[CH3:27]. The yield is 0.430. (2) The reactants are Cl[CH2:2][C:3]([NH:5][C:6]1[C:11]([Br:12])=[N:10][C:9]([Br:13])=[CH:8][N:7]=1)=[O:4].[I-:14].[Na+]. The catalyst is CC(C)=O.C(OCC)(=O)C. The product is [Br:12][C:11]1[C:6]([NH:5][C:3](=[O:4])[CH2:2][I:14])=[N:7][CH:8]=[C:9]([Br:13])[N:10]=1. The yield is 0.780. (3) The reactants are Cl[C:2]1[CH:7]=[C:6]([Cl:8])[N:5]=[C:4]([NH2:9])[N:3]=1.[NH:10]1[CH2:16][CH2:15][CH2:14][CH2:13][CH2:12][CH2:11]1.C(N(CC)CC)C. The catalyst is CO. The product is [Cl:8][C:6]1[CH:7]=[C:2]([N:10]2[CH2:16][CH2:15][CH2:14][CH2:13][CH2:12][CH2:11]2)[N:3]=[C:4]([NH2:9])[N:5]=1. The yield is 0.820.